The task is: Predict which catalyst facilitates the given reaction.. This data is from Catalyst prediction with 721,799 reactions and 888 catalyst types from USPTO. (1) Reactant: Cl[C:2]1[C:3]2[CH2:17][CH2:16][CH2:15][C:4]=2[N:5]=[C:6]([C:8]2[CH:13]=[CH:12][CH:11]=[C:10]([Cl:14])[CH:9]=2)[N:7]=1.[CH3:18][O:19][C:20](=[O:28])[C:21]1[CH:26]=[CH:25][C:24]([NH2:27])=[CH:23][CH:22]=1.C(=O)([O-])[O-].[Cs+].[Cs+].C1C=CC(P(C2C(C3C(P(C4C=CC=CC=4)C4C=CC=CC=4)=CC=C4C=3C=CC=C4)=C3C(C=CC=C3)=CC=2)C2C=CC=CC=2)=CC=1. Product: [CH3:18][O:19][C:20](=[O:28])[C:21]1[CH:26]=[CH:25][C:24]([NH:27][C:2]2[C:3]3[CH2:17][CH2:16][CH2:15][C:4]=3[N:5]=[C:6]([C:8]3[CH:13]=[CH:12][CH:11]=[C:10]([Cl:14])[CH:9]=3)[N:7]=2)=[CH:23][CH:22]=1. The catalyst class is: 160. (2) Reactant: [C:1]([C:3](=[N:10][O:11][CH2:12][C:13]1[N:18]=[C:17]([NH:19][C:20](=[O:26])[O:21][C:22]([CH3:25])([CH3:24])[CH3:23])[CH:16]=[CH:15][CH:14]=1)[C:4]1[CH:5]=[N:6][CH:7]=[CH:8][CH:9]=1)#[N:2].C(=O)([O-])[O-].[K+].[K+].Cl.[NH2:34][OH:35]. Product: [NH2:2][C:1](=[N:34][OH:35])[C:3](=[N:10][O:11][CH2:12][C:13]1[N:18]=[C:17]([NH:19][C:20](=[O:26])[O:21][C:22]([CH3:23])([CH3:25])[CH3:24])[CH:16]=[CH:15][CH:14]=1)[C:4]1[CH:5]=[N:6][CH:7]=[CH:8][CH:9]=1. The catalyst class is: 378. (3) Reactant: CCN(C(C)C)C(C)C.[CH3:10][C:11]1[C:12]([S:35]([CH3:38])(=[O:37])=[O:36])=[CH:13][C:14]([NH:18][CH:19]2[CH2:24][CH2:23][N:22]([C@H:25]3[CH2:30][CH2:29][C@H:28]([O:31][CH2:32][CH2:33][CH3:34])[CH2:27][CH2:26]3)[CH2:21][CH2:20]2)=[C:15]([OH:17])[CH:16]=1.[Cl:39][C:40](Cl)([O:42]C(=O)OC(Cl)(Cl)Cl)Cl. Product: [ClH:39].[CH3:10][C:11]1[C:12]([S:35]([CH3:38])(=[O:36])=[O:37])=[CH:13][C:14]2[N:18]([CH:19]3[CH2:20][CH2:21][N:22]([C@H:25]4[CH2:26][CH2:27][C@H:28]([O:31][CH2:32][CH2:33][CH3:34])[CH2:29][CH2:30]4)[CH2:23][CH2:24]3)[C:40](=[O:42])[O:17][C:15]=2[CH:16]=1. The catalyst class is: 2. (4) Reactant: [O-]CC.[Na+].C([C:8]1[O:16][C:15]2[C:10](=[N:11][CH:12]=[CH:13][CH:14]=2)[CH:9]=1)(O)=O. Product: [O:16]1[C:15]2[C:10](=[N:11][CH:12]=[CH:13][CH:14]=2)[CH:9]=[CH:8]1. The catalyst class is: 8. (5) Reactant: [Cl:1][C:2]1[CH:3]=[N:4][CH:5]=[C:6]([Cl:10])[C:7]=1[CH:8]=O.[OH-:11].[Na+].Cl.[NH2:14]O. Product: [Cl:1][C:2]1[CH:3]=[N:4][CH:5]=[C:6]([Cl:10])[C:7]=1[CH:8]=[N:14][OH:11]. The catalyst class is: 40. (6) Reactant: [N:1]1([CH2:6][CH2:7][CH2:8][NH2:9])[CH:5]=[CH:4][N:3]=[CH:2]1.[CH3:10][O:11][C:12]1[CH:19]=[CH:18][C:15]([CH:16]=O)=[CH:14][CH:13]=1.C([O:22][C:23](=O)[C:24](=[O:31])[CH2:25][CH2:26][CH2:27][CH2:28][CH2:29][CH3:30])C. Product: [OH:31][C:24]1[C:23](=[O:22])[N:9]([CH2:8][CH2:7][CH2:6][N:1]2[CH:5]=[CH:4][N:3]=[CH:2]2)[CH:16]([C:15]2[CH:18]=[CH:19][C:12]([O:11][CH3:10])=[CH:13][CH:14]=2)[C:25]=1[CH2:26][CH2:27][CH2:28][CH2:29][CH3:30]. The catalyst class is: 8. (7) Reactant: C([O:3][C:4](=[O:38])[CH2:5][NH:6][C:7]1[CH:12]=[C:11]([CH:13]2[CH2:18][CH2:17][CH2:16][N:15]([C:19]([C:21]3[S:25][C:24]([C:26]4[CH:31]=[CH:30][C:29]([C:32]([F:35])([F:34])[F:33])=[CH:28][CH:27]=4)=[N:23][C:22]=3[CH3:36])=[O:20])[CH2:14]2)[CH:10]=[CH:9][C:8]=1[CH3:37])C.C(=O)([O-])[O-].[K+].[K+].CO. Product: [CH3:37][C:8]1[CH:9]=[CH:10][C:11]([CH:13]2[CH2:18][CH2:17][CH2:16][N:15]([C:19]([C:21]3[S:25][C:24]([C:26]4[CH:31]=[CH:30][C:29]([C:32]([F:35])([F:33])[F:34])=[CH:28][CH:27]=4)=[N:23][C:22]=3[CH3:36])=[O:20])[CH2:14]2)=[CH:12][C:7]=1[NH:6][CH2:5][C:4]([OH:38])=[O:3]. The catalyst class is: 6. (8) Reactant: [CH3:1][O:2][C:3]1[CH:4]=[C:5]2[C:9](=[CH:10][CH:11]=1)[NH:8][CH:7]=[CH:6]2.C([BH3-])#N.[Na+].O.[OH-].[Na+]. Product: [CH3:1][O:2][C:3]1[CH:4]=[C:5]2[C:9](=[CH:10][CH:11]=1)[NH:8][CH2:7][CH2:6]2. The catalyst class is: 15.